From a dataset of Forward reaction prediction with 1.9M reactions from USPTO patents (1976-2016). Predict the product of the given reaction. (1) Given the reactants BrC1C=CC(C(NCCC2(O)CCC3(OCC(C)(C)CO3)CC2)(C)C)=CC=1.ClC(Cl)(OC(=O)OC(Cl)(Cl)Cl)Cl.[Br:40][C:41]1[CH:46]=[CH:45][C:44]([C:47]([N:50]2[CH2:55][CH2:54][C:53]3([CH2:67][CH2:66][C:58]4(OCC(C)(C)C[O:59]4)[CH2:57][CH2:56]3)[O:52][C:51]2=[O:68])([CH3:49])[CH3:48])=[CH:43][CH:42]=1, predict the reaction product. The product is: [Br:40][C:41]1[CH:46]=[CH:45][C:44]([C:47]([N:50]2[CH2:55][CH2:54][C:53]3([CH2:67][CH2:66][C:58](=[O:59])[CH2:57][CH2:56]3)[O:52][C:51]2=[O:68])([CH3:49])[CH3:48])=[CH:43][CH:42]=1. (2) The product is: [CH2:36]([O:38][C:39](=[O:60])/[CH:40]=[CH:16]/[C:12]1[CH:13]=[CH:14][CH:15]=[C:10]([S:9][C:6]2[CH:7]=[CH:8][C:3]([N:2]([CH3:18])[CH3:1])=[CH:4][CH:5]=2)[CH:11]=1)[CH3:37]. Given the reactants [CH3:1][N:2]([CH3:18])[C:3]1[CH:8]=[CH:7][C:6]([S:9][C:10]2[CH:11]=[C:12]([CH2:16]O)[CH:13]=[CH:14][CH:15]=2)=[CH:5][CH:4]=1.C(N(CC)CC)C.N1C=CC=CC=1.S(=O)(=O)=O.[CH2:36]([O:38][C:39](=[O:60])[CH:40]=P(C1C=CC=CC=1)(C1C=CC=CC=1)C1C=CC=CC=1)[CH3:37], predict the reaction product. (3) The product is: [CH2:32]([N:28]1[CH:27]=[C:26]2[C:30]([CH:31]=[C:23]([C:8]3[CH:9]=[C:10]([CH2:11][C:13]4[CH:22]=[C:21]5[C:16]([CH2:17][CH2:18][NH:19][CH2:20]5)=[CH:15][CH:14]=4)[N:6]4[C:7]=3[C:2]([NH2:1])=[N:3][CH:4]=[N:5]4)[CH:24]=[CH:25]2)=[N:29]1)[C:33]1[CH:34]=[CH:35][CH:36]=[CH:37][CH:38]=1. Given the reactants [NH2:1][C:2]1[C:7]2=[C:8]([C:23]3[CH:24]=[CH:25][C:26]4[C:30]([CH:31]=3)=[N:29][N:28]([CH2:32][C:33]3[CH:38]=[CH:37][CH:36]=[CH:35][CH:34]=3)[CH:27]=4)[CH:9]=[C:10]([C:11]([C:13]3[CH:22]=[C:21]4[C:16]([CH2:17][CH2:18][NH:19][CH2:20]4)=[CH:15][CH:14]=3)=O)[N:6]2[N:5]=[CH:4][N:3]=1.CS(O)(=O)=O, predict the reaction product. (4) Given the reactants [CH3:1][O:2][C:3](=[O:34])[CH:4]([C:9]1[CH:10]=[C:11]([C:23]2[CH:28]=[CH:27][C:26]([Cl:29])=[C:25]([C:30]([F:33])([F:32])[F:31])[CH:24]=2)[CH:12]=[C:13](OS(C(F)(F)F)(=O)=O)[CH:14]=1)[CH2:5][CH:6]([CH3:8])[CH3:7].[F:35][C:36]1[CH:37]=[C:38]([CH:40]=[C:41]([C:43]([F:46])([F:45])[F:44])[CH:42]=1)[NH2:39], predict the reaction product. The product is: [CH3:1][O:2][C:3](=[O:34])[CH:4]([C:9]1[CH:10]=[C:11]([C:23]2[CH:28]=[CH:27][C:26]([Cl:29])=[C:25]([C:30]([F:33])([F:31])[F:32])[CH:24]=2)[CH:12]=[C:13]([NH:39][C:38]2[CH:40]=[C:41]([C:43]([F:44])([F:45])[F:46])[CH:42]=[C:36]([F:35])[CH:37]=2)[CH:14]=1)[CH2:5][CH:6]([CH3:8])[CH3:7]. (5) Given the reactants [OH:1][C:2]1[CH:6]=[C:5]([CH3:7])[N:4]([C:8]2[CH:17]=[CH:16][C:15]3[C:10](=[CH:11][CH:12]=[CH:13][C:14]=3[O:18][CH3:19])[CH:9]=2)[N:3]=1.C([O-])([O-])=O.[K+].[K+].[Na+].[I-].Cl[CH2:29][CH2:30][N:31]1[CH2:36][CH2:35][O:34][CH2:33][CH2:32]1, predict the reaction product. The product is: [CH3:19][O:18][C:14]1[CH:13]=[CH:12][CH:11]=[C:10]2[C:15]=1[CH:16]=[CH:17][C:8]([N:4]1[C:5]([CH3:7])=[CH:6][C:2]([O:1][CH2:29][CH2:30][N:31]3[CH2:36][CH2:35][O:34][CH2:33][CH2:32]3)=[N:3]1)=[CH:9]2. (6) Given the reactants [Br:1][C:2]1[CH:7]=[CH:6][C:5]([S:8]([N:11]2[CH2:18][CH2:17][C:14]3([O:16][CH2:15]3)[CH2:13][CH2:12]2)(=[O:10])=[O:9])=[CH:4][CH:3]=1.[CH2:19]([NH2:25])[C:20]1[O:24][CH:23]=[CH:22][CH:21]=1.[Al], predict the reaction product. The product is: [Br:1][C:2]1[CH:7]=[CH:6][C:5]([S:8]([N:11]2[CH2:18][CH2:17][C:14]([CH2:15][NH:25][CH2:19][C:20]3[O:24][CH:23]=[CH:22][CH:21]=3)([OH:16])[CH2:13][CH2:12]2)(=[O:10])=[O:9])=[CH:4][CH:3]=1.